The task is: Predict the reactants needed to synthesize the given product.. This data is from Full USPTO retrosynthesis dataset with 1.9M reactions from patents (1976-2016). (1) Given the product [NH2:20][C:22]1[CH:27]=[CH:26][C:25]([C:28]([CH3:32])([CH3:31])[C:29]#[N:30])=[CH:24][CH:23]=1, predict the reactants needed to synthesize it. The reactants are: CC(C)([O-])C.[Na+].C(=[NH:20])(C1C=CC=CC=1)C1C=CC=CC=1.Br[C:22]1[CH:27]=[CH:26][C:25]([C:28]([CH3:32])([CH3:31])[C:29]#[N:30])=[CH:24][CH:23]=1. (2) Given the product [C:1]([O:5][C:6]([NH:8][C@H:9]([CH2:15][CH2:16][S:17][CH3:18])[CH:10]([O:14][CH:20]1[CH2:21][CH2:22][CH2:23][CH2:24][O:19]1)[C:11]([OH:13])=[O:12])=[O:7])([CH3:4])([CH3:3])[CH3:2], predict the reactants needed to synthesize it. The reactants are: [C:1]([O:5][C:6]([NH:8][C@H:9]([CH2:15][CH2:16][S:17][CH3:18])[CH:10]([OH:14])[C:11]([OH:13])=[O:12])=[O:7])([CH3:4])([CH3:3])[CH3:2].[O:19]1[CH:24]=[CH:23][CH2:22][CH2:21][CH2:20]1.C1(C)C=CC(S([O-])(=O)=O)=CC=1.[NH+]1C=CC=CC=1. (3) Given the product [OH:3][C:4]1[CH:5]=[CH:6][C:7]2[C:11]([O:12][C:13]3[CH:18]=[CH:17][C:16]([O:19][CH2:20][CH2:21][N:22]4[CH2:23][CH2:24][CH2:25][CH2:26][CH2:27]4)=[CH:15][CH:14]=3)=[C:10]([C:28]3[CH:33]=[CH:32][C:31]([C:34]([C:36]4[CH:41]=[CH:40][CH:39]=[CH:38][CH:37]=4)=[O:35])=[CH:30][CH:29]=3)[S:9][C:8]=2[CH:42]=1, predict the reactants needed to synthesize it. The reactants are: Cl.C[O:3][C:4]1[CH:5]=[CH:6][C:7]2[C:11]([O:12][C:13]3[CH:18]=[CH:17][C:16]([O:19][CH2:20][CH2:21][N:22]4[CH2:27][CH2:26][CH2:25][CH2:24][CH2:23]4)=[CH:15][CH:14]=3)=[C:10]([C:28]3[CH:33]=[CH:32][C:31]([C:34]([C:36]4[CH:41]=[CH:40][CH:39]=[CH:38][CH:37]=4)=[O:35])=[CH:30][CH:29]=3)[S:9][C:8]=2[CH:42]=1.B(Br)(Br)Br.